Predict the product of the given reaction. From a dataset of Forward reaction prediction with 1.9M reactions from USPTO patents (1976-2016). (1) Given the reactants [C:1]([O:5][C:6](=[O:22])[C:7]1[CH:12]=[C:11]([CH3:13])[CH:10]=[CH:9][C:8]=1[CH2:14][C:15]([O:17][C:18]([CH3:21])([CH3:20])[CH3:19])=[O:16])([CH3:4])([CH3:3])[CH3:2].[Br:23]N1C(=O)CCC1=O.C(OOC(=O)C1C=CC=CC=1)(=O)C1C=CC=CC=1, predict the reaction product. The product is: [C:1]([O:5][C:6](=[O:22])[C:7]1[CH:12]=[C:11]([CH2:13][Br:23])[CH:10]=[CH:9][C:8]=1[CH2:14][C:15]([O:17][C:18]([CH3:21])([CH3:20])[CH3:19])=[O:16])([CH3:3])([CH3:4])[CH3:2]. (2) Given the reactants [F:1][C:2]([F:21])([F:20])[C:3]([F:19])([F:18])[CH2:4][CH2:5][CH2:6]OS(C1C=CC(C)=CC=1)(=O)=O.[Li+].[Br-].[O-:24][S:25]([O-:27])=O.[Na+].[Na+].S(Cl)([Cl:32])=O.C([O-])(O)=O.[Na+], predict the reaction product. The product is: [F:19][C:3]([F:18])([C:2]([F:1])([F:20])[F:21])[CH2:4][CH2:5][CH2:6][S:25]([Cl:32])(=[O:27])=[O:24].